From a dataset of Forward reaction prediction with 1.9M reactions from USPTO patents (1976-2016). Predict the product of the given reaction. (1) Given the reactants Br[C:2]1[N:3]=[C:4]([C:9]2[CH:14]=[CH:13][CH:12]=[CH:11][C:10]=2[O:15][CH3:16])[C:5]([NH2:8])=[N:6][CH:7]=1.[CH3:17][N:18]([CH3:39])[CH2:19][CH2:20][NH:21][C:22](=[O:38])[C:23]1[CH:28]=[CH:27][CH:26]=[C:25](B2OC(C)(C)C(C)(C)O2)[CH:24]=1.C1(P(C2C=CC=CC=2)C2C=CC=CC=2)C=CC=CC=1.C(=O)([O-])[O-].[Na+].[Na+], predict the reaction product. The product is: [NH2:8][C:5]1[N:6]=[CH:7][C:2]([C:25]2[CH:24]=[C:23]([CH:28]=[CH:27][CH:26]=2)[C:22]([NH:21][CH2:20][CH2:19][N:18]([CH3:39])[CH3:17])=[O:38])=[N:3][C:4]=1[C:9]1[CH:14]=[CH:13][CH:12]=[CH:11][C:10]=1[O:15][CH3:16]. (2) The product is: [CH:1]1([C:4]([N:6]2[CH2:11][CH2:10][N:9]([C:12]3[N:19]=[C:18]([CH:20]4[CH2:21][CH2:22]4)[C:17]([C:23]4[CH:24]=[N:25][N:26]([CH2:34][S:35][CH3:36])[CH:27]=4)=[CH:16][C:13]=3[C:14]#[N:15])[CH2:8][C@H:7]2[CH:28]2[CH2:29][CH2:30]2)=[O:5])[CH2:2][CH2:3]1. Given the reactants [CH:1]1([C:4]([N:6]2[CH2:11][CH2:10][N:9]([C:12]3[N:19]=[C:18]([CH:20]4[CH2:22][CH2:21]4)[C:17]([C:23]4[CH:24]=[N:25][NH:26][CH:27]=4)=[CH:16][C:13]=3[C:14]#[N:15])[CH2:8][C@H:7]2[CH:28]2[CH2:30][CH2:29]2)=[O:5])[CH2:3][CH2:2]1.[H-].[Na+].Cl[CH2:34][S:35][CH3:36], predict the reaction product. (3) The product is: [Br:1][C:2]1[C:3]([NH:9][C:10]2[CH:15]=[CH:14][C:13]([O:16][CH3:17])=[CH:12][C:11]=2[NH:18][S:19]([CH3:22])(=[O:21])=[O:20])=[N:4][C:5]([NH:27][C:26]2[CH:28]=[C:29]([O:32][CH3:33])[CH:30]=[CH:31][C:25]=2[O:24][CH3:23])=[N:6][CH:7]=1. Given the reactants [Br:1][C:2]1[C:3]([NH:9][C:10]2[CH:15]=[CH:14][C:13]([O:16][CH3:17])=[CH:12][C:11]=2[NH:18][S:19]([CH3:22])(=[O:21])=[O:20])=[N:4][C:5](Cl)=[N:6][CH:7]=1.[CH3:23][O:24][C:25]1[CH:31]=[CH:30][C:29]([O:32][CH3:33])=[CH:28][C:26]=1[NH2:27], predict the reaction product. (4) Given the reactants [CH3:1][O:2][C:3](=[O:35])[CH:4]([N:12]([CH2:27][C:28]1[CH:33]=[CH:32][C:31](I)=[CH:30][CH:29]=1)[S:13]([C:16]1[C:21]([CH3:22])=[CH:20][C:19]([O:23][CH3:24])=[C:18]([CH3:25])[C:17]=1[CH3:26])(=[O:15])=[O:14])[CH2:5][C:6]1[CH:11]=[CH:10][CH:9]=[CH:8][CH:7]=1.[CH2:36]([Sn:40]([CH2:58][CH2:59][CH2:60][CH3:61])([CH2:54][CH2:55][CH2:56][CH3:57])[Sn:40]([CH2:54][CH2:55][CH2:56][CH3:57])([CH2:58][CH2:59][CH2:60][CH3:61])[CH2:36][CH2:37][CH2:38][CH3:39])[CH2:37][CH2:38][CH3:39], predict the reaction product. The product is: [CH3:1][O:2][C:3](=[O:35])[CH:4]([N:12]([S:13]([C:16]1[C:21]([CH3:22])=[CH:20][C:19]([O:23][CH3:24])=[C:18]([CH3:25])[C:17]=1[CH3:26])(=[O:15])=[O:14])[CH2:27][C:28]1[CH:33]=[CH:32][C:31]([Sn:40]([CH2:54][CH2:55][CH2:56][CH3:57])([CH2:58][CH2:59][CH2:60][CH3:61])[CH2:36][CH2:37][CH2:38][CH3:39])=[CH:30][CH:29]=1)[CH2:5][C:6]1[CH:11]=[CH:10][CH:9]=[CH:8][CH:7]=1. (5) Given the reactants [CH3:1][C@H:2]1[CH2:7][N:6]([C:8]2[CH:13]=[CH:12][N:11]=[CH:10][C:9]=2[N+:14]([O-])=O)[CH2:5][C@@H:4]([NH:17][C:18](=[O:24])[O:19][C:20]([CH3:23])([CH3:22])[CH3:21])[CH2:3]1.[H][H], predict the reaction product. The product is: [NH2:14][C:9]1[CH:10]=[N:11][CH:12]=[CH:13][C:8]=1[N:6]1[CH2:7][C@H:2]([CH3:1])[CH2:3][C@H:4]([NH:17][C:18](=[O:24])[O:19][C:20]([CH3:23])([CH3:22])[CH3:21])[CH2:5]1. (6) Given the reactants [Cl:1][C:2]1[N:3]=[C:4](Cl)[C:5]2[N:10]([CH2:11][C:12]3[CH:17]=[CH:16][C:15]([C:18]([F:21])([F:20])[F:19])=[CH:14][C:13]=3[N+:22]([O-:24])=[O:23])[C:9]([C:25]3[CH:30]=[CH:29][CH:28]=[C:27]([CH3:31])[CH:26]=3)=[CH:8][C:6]=2[N:7]=1.Cl.[CH:34]1([C@H:38]([NH2:40])[CH3:39])[CH2:37][CH2:36][CH2:35]1.C(N(CC)CC)C, predict the reaction product. The product is: [Cl:1][C:2]1[N:3]=[C:4]([NH:40][C@@H:38]([CH:34]2[CH2:37][CH2:36][CH2:35]2)[CH3:39])[C:5]2[N:10]([CH2:11][C:12]3[CH:17]=[CH:16][C:15]([C:18]([F:20])([F:19])[F:21])=[CH:14][C:13]=3[N+:22]([O-:24])=[O:23])[C:9]([C:25]3[CH:30]=[CH:29][CH:28]=[C:27]([CH3:31])[CH:26]=3)=[CH:8][C:6]=2[N:7]=1. (7) Given the reactants [N:1]1([CH:7]2[CH2:12][CH2:11][NH:10][CH2:9][CH2:8]2)[CH2:6][CH2:5][CH2:4][CH2:3][CH2:2]1.[Cl:13][C:14](Cl)([O:16]C(=O)OC(Cl)(Cl)Cl)Cl, predict the reaction product. The product is: [C:14]([Cl:13])(=[O:16])[NH2:1].[N:1]1([CH:7]2[CH2:12][CH2:11][NH:10][CH2:9][CH2:8]2)[CH2:6][CH2:5][CH2:4][CH2:3][CH2:2]1. (8) The product is: [F:1][C:2]1[CH:24]=[CH:23][C:22]([F:25])=[CH:21][C:3]=1[CH2:4][O:5][C:6]1[CH:11]=[CH:10][C:9]([C:12](=[O:20])[CH2:13][CH2:14][C:15]([OH:17])=[O:16])=[CH:8][CH:7]=1. Given the reactants [F:1][C:2]1[CH:24]=[CH:23][C:22]([F:25])=[CH:21][C:3]=1[CH2:4][O:5][C:6]1[CH:11]=[CH:10][C:9]([C:12](=[O:20])[CH2:13][CH2:14][C:15]([O:17]CC)=[O:16])=[CH:8][CH:7]=1.[OH-].[Na+].Cl, predict the reaction product.